From a dataset of Orexin1 receptor HTS with 218,158 compounds and 233 confirmed actives. Binary Classification. Given a drug SMILES string, predict its activity (active/inactive) in a high-throughput screening assay against a specified biological target. (1) The molecule is S(Cc1ccc(cc1)C(=O)Nc1c(OC)cccc1)c1ncccn1. The result is 0 (inactive). (2) The molecule is Fc1c(C(=O)NCc2ccccc2)ccc(c1F)C. The result is 0 (inactive). (3) The compound is S(=O)(=O)(N(C1CCCCC1)C)c1ccccc1. The result is 0 (inactive). (4) The compound is Fc1c(Nc2nc(NCc3ccccc3)c([N+]([O-])=O)c(n2)N)cccc1. The result is 0 (inactive).